This data is from Reaction yield outcomes from USPTO patents with 853,638 reactions. The task is: Predict the reaction yield, written as a fraction of the theoretical maximum amount of product (1.0 means a 100% yield; for example, 0.34 means a 34% yield). (1) The reactants are [OH:1][C:2]1[CH:3]=[C:4]([CH:7]=[CH:8][CH:9]=1)[CH:5]=[O:6].[C:10](OC(=N)C(Cl)(Cl)Cl)([CH3:13])([CH3:12])[CH3:11].B(F)(F)F.CCOCC.C(=O)(O)[O-].[Na+]. The catalyst is C(Cl)Cl.C1CCCCC1.CCCCCC.C(OCC)(=O)C. The product is [C:10]([O:1][C:2]1[CH:3]=[C:4]([CH:7]=[CH:8][CH:9]=1)[CH:5]=[O:6])([CH3:13])([CH3:12])[CH3:11]. The yield is 0.320. (2) The reactants are [CH2:1]([O:3][C:4](=[O:11])[CH2:5][C:6]1[N:7]=[N:8][NH:9][N:10]=1)[CH3:2].I[CH:13]([CH3:15])[CH3:14].[OH-].[Na+].C(OC(=O)CC1N=NN(C(C)C)N=1)C. The catalyst is CN(C)C=O. The product is [CH2:1]([O:3][C:4](=[O:11])[CH2:5][C:6]1[N:10]([CH:13]([CH3:15])[CH3:14])[N:9]=[N:8][N:7]=1)[CH3:2]. The yield is 0.790. (3) The reactants are [C:1]1([C:15]([O:17][CH2:18][CH3:19])=[O:16])[CH:6]=[C:5]([C:7]([O-:9])=O)[CH:4]=[C:3]([C:10]([O:12][CH2:13][CH3:14])=[O:11])[CH:2]=1.Cl.[CH2:21]([O:28][NH2:29])[C:22]1[CH:27]=[CH:26][CH:25]=[CH:24][CH:23]=1.CN1CCOCC1.C(Cl)CCl. No catalyst specified. The product is [C:22]1([CH2:21][O:28][NH:29][C:7]([C:5]2[CH:4]=[C:3]([C:10]([O:12][CH2:13][CH3:14])=[O:11])[CH:2]=[C:1]([C:15]([O:17][CH2:18][CH3:19])=[O:16])[CH:6]=2)=[O:9])[CH:27]=[CH:26][CH:25]=[CH:24][CH:23]=1. The yield is 0.590. (4) The reactants are [Cl:1][C:2]1[CH:7]=[C:6]([N+:8]([O-:10])=[O:9])[CH:5]=[CH:4][N+:3]=1[O-].[Si]([C:16]#[N:17])(C)(C)C.CN(C)C(Cl)=O.C([O-])(O)=O.[Na+]. The catalyst is ClCCCl. The product is [Cl:1][C:2]1[N:3]=[C:4]([C:16]#[N:17])[CH:5]=[C:6]([N+:8]([O-:10])=[O:9])[CH:7]=1. The yield is 0.420. (5) The reactants are [BH4-].[Na+].[C:3]([O:7][C:8]([N:10]1[CH2:16][CH2:15][CH2:14][C:13](=[C:17]2[C:25]3[C:20](=[CH:21][C:22]([Cl:26])=[CH:23][CH:24]=3)[NH:19][C:18]2=[O:27])[CH2:12][CH2:11]1)=[O:9])([CH3:6])([CH3:5])[CH3:4]. The catalyst is CO.O. The product is [C:3]([O:7][C:8]([N:10]1[CH2:16][CH2:15][CH2:14][CH:13]([CH:17]2[C:25]3[C:20](=[CH:21][C:22]([Cl:26])=[CH:23][CH:24]=3)[NH:19][C:18]2=[O:27])[CH2:12][CH2:11]1)=[O:9])([CH3:6])([CH3:4])[CH3:5]. The yield is 1.00. (6) The reactants are [CH2:1]([O:3][C:4]([N:6]=[C:7]=[S:8])=[O:5])[CH3:2].[Cl:9][C:10]1[N:15]=[C:14](Cl)[C:13]([NH2:17])=[CH:12][N:11]=1. The catalyst is CO. The product is [Cl:9][C:10]1[N:11]=[CH:12][C:13]2[N:17]=[C:7]([NH:6][C:4](=[O:5])[O:3][CH2:1][CH3:2])[S:8][C:14]=2[N:15]=1. The yield is 0.800. (7) The reactants are [C:1]([C:3]1[CH:8]=[CH:7][C:6]([CH:9]([CH3:13])[C:10]([OH:12])=O)=[CH:5][C:4]=1[O:14][CH3:15])#[N:2].[N:16]1([C:21]2[C:26]([CH2:27][NH2:28])=[CH:25][CH:24]=[C:23]([C:29]([F:32])([F:31])[F:30])[N:22]=2)[CH2:20][CH2:19][CH2:18][CH2:17]1.CN(C)CCCN=C=NCC.ON1C2C=CC=CC=2N=N1.C(N(CC)CC)C. The catalyst is C(#N)C.C(OCC)(=O)C. The product is [C:1]([C:3]1[CH:8]=[CH:7][C:6]([CH:9]([CH3:13])[C:10]([NH:28][CH2:27][C:26]2[C:21]([N:16]3[CH2:20][CH2:19][CH2:18][CH2:17]3)=[N:22][C:23]([C:29]([F:32])([F:30])[F:31])=[CH:24][CH:25]=2)=[O:12])=[CH:5][C:4]=1[O:14][CH3:15])#[N:2]. The yield is 0.990. (8) The reactants are [CH3:1][C:2]([CH3:32])([CH3:31])[C@@H:3]([N:7]1[C:16](=[O:17])[C:15]2=[CH:18][N:19](S(C3C=CC(C)=CC=3)(=O)=O)[C:13]3[C:14]2=[C:9]([C:10]([CH3:30])=[CH:11][N:12]=3)[CH2:8]1)[C:4]([OH:6])=[O:5].CO.[OH-].[Na+]. The yield is 0.420. The product is [CH3:1][C:2]([CH3:32])([CH3:31])[C@@H:3]([N:7]1[C:16](=[O:17])[C:15]2=[CH:18][NH:19][C:13]3[C:14]2=[C:9]([C:10]([CH3:30])=[CH:11][N:12]=3)[CH2:8]1)[C:4]([OH:6])=[O:5]. The catalyst is C1COCC1.